This data is from Catalyst prediction with 721,799 reactions and 888 catalyst types from USPTO. The task is: Predict which catalyst facilitates the given reaction. Reactant: CC(C)(C)C([O:5][CH2:6][C:7]1[CH:8]=[CH:9][C:10]2[N:14]=[CH:13][N:12]([C:15]3[S:19][C:18]([C:20]([O:22][CH3:23])=[O:21])=[C:17]([O:24][C@@H:25]([C:27]4[CH:32]=[CH:31][CH:30]=[CH:29][C:28]=4[C:33]([F:36])([F:35])[F:34])[CH3:26])[CH:16]=3)[C:11]=2[CH:37]=1)=O.[OH-].[Na+]. Product: [OH:5][CH2:6][C:7]1[CH:8]=[CH:9][C:10]2[N:14]=[CH:13][N:12]([C:15]3[S:19][C:18]([C:20]([O:22][CH3:23])=[O:21])=[C:17]([O:24][C@@H:25]([C:27]4[CH:32]=[CH:31][CH:30]=[CH:29][C:28]=4[C:33]([F:34])([F:35])[F:36])[CH3:26])[CH:16]=3)[C:11]=2[CH:37]=1. The catalyst class is: 5.